Dataset: Catalyst prediction with 721,799 reactions and 888 catalyst types from USPTO. Task: Predict which catalyst facilitates the given reaction. (1) Reactant: C[O:2][C:3]1[CH:12]=[C:11]2[C:6]([CH:7]=[N:8][C:9]([NH:13][C@H:14]3[CH2:19][CH2:18][C@H:17]([OH:20])[CH2:16][CH2:15]3)=[N:10]2)=[CH:5][CH:4]=1.C([S-])C.[Na+]. Product: [OH:20][C@H:17]1[CH2:16][CH2:15][C@H:14]([NH:13][C:9]2[N:8]=[CH:7][C:6]3[C:11](=[CH:12][C:3]([OH:2])=[CH:4][CH:5]=3)[N:10]=2)[CH2:19][CH2:18]1. The catalyst class is: 3. (2) Reactant: [F:1][CH:2]([F:52])[C:3]1[C:7]([CH:8]=O)=[C:6]([N:10]2[CH2:50][CH2:49][C:13]3[N:14]=[C:15]([C:28]4[C:36]([CH3:37])=[CH:35][CH:34]=[C:33]5[C:29]=4[C:30]([CH3:48])=[N:31][N:32]5S(C4C=CC(C)=CC=4)(=O)=O)[N:16]=[C:17]([N:18]4[CH2:23][CH2:22][C@@H:21]([O:24][CH3:25])[C:20]([CH3:27])([CH3:26])[CH2:19]4)[C:12]=3[CH2:11]2)[N:5]([CH3:51])[N:4]=1.Cl.[NH2:54]O.CS(C)=O.C(=O)([O-])[O-].[K+].[K+]. Product: [F:52][CH:2]([F:1])[C:3]1[C:7]([C:8]#[N:54])=[C:6]([N:10]2[CH2:50][CH2:49][C:13]3[N:14]=[C:15]([C:28]4[C:36]([CH3:37])=[CH:35][CH:34]=[C:33]5[C:29]=4[C:30]([CH3:48])=[N:31][NH:32]5)[N:16]=[C:17]([N:18]4[CH2:23][CH2:22][C@@H:21]([O:24][CH3:25])[C:20]([CH3:26])([CH3:27])[CH2:19]4)[C:12]=3[CH2:11]2)[N:5]([CH3:51])[N:4]=1. The catalyst class is: 5. (3) Reactant: [F:1][C:2]1[CH:7]=[C:6]([O:8][CH3:9])[CH:5]=[CH:4][C:3]=1[N+:10]([O-])=O.[CH:13]([Mg]Br)=[CH2:14].C1COCC1.[Cl-].[NH4+].Cl. Product: [F:1][C:2]1[CH:7]=[C:6]([O:8][CH3:9])[CH:5]=[C:4]2[C:3]=1[NH:10][CH:14]=[CH:13]2. The catalyst class is: 1. (4) Reactant: [CH:1]1[C:6]2[C:7](=O)[NH:8][C:9]3[CH:15]=[CH:14][CH:13]=[CH:12][C:10]=3[S:11][C:5]=2[CH:4]=[CH:3][CH:2]=1.P(Cl)(Cl)([Cl:19])=O.CN(C)C1C=CC=CC=1.O. Product: [Cl:19][C:7]1[C:6]2[CH:1]=[CH:2][CH:3]=[CH:4][C:5]=2[S:11][C:10]2[CH:12]=[CH:13][CH:14]=[CH:15][C:9]=2[N:8]=1. The catalyst class is: 11. (5) Reactant: CC(C)([O-])C.[K+].[F:7]/[C:8](/[C:21]1[CH:25]=[C:24]([CH3:26])[NH:23][N:22]=1)=[CH:9]\[C:10]1[CH:15]=[CH:14][C:13]([O:16][C:17]([F:20])([F:19])[F:18])=[CH:12][CH:11]=1.Cl[CH2:28][C:29]1[CH:34]=[CH:33][N:32]=[C:31]([N:35]2[CH2:40][CH2:39][N:38]([CH:41]3[CH2:43][CH2:42]3)[CH2:37][CH2:36]2)[CH:30]=1.[Cl-].[Na+]. Product: [CH:41]1([N:38]2[CH2:37][CH2:36][N:35]([C:31]3[CH:30]=[C:29]([CH2:28][N:23]4[C:24]([CH3:26])=[CH:25][C:21](/[C:8](/[F:7])=[CH:9]/[C:10]5[CH:11]=[CH:12][C:13]([O:16][C:17]([F:20])([F:19])[F:18])=[CH:14][CH:15]=5)=[N:22]4)[CH:34]=[CH:33][N:32]=3)[CH2:40][CH2:39]2)[CH2:43][CH2:42]1. The catalyst class is: 56.